This data is from Reaction yield outcomes from USPTO patents with 853,638 reactions. The task is: Predict the reaction yield, written as a fraction of the theoretical maximum amount of product (1.0 means a 100% yield; for example, 0.34 means a 34% yield). (1) The reactants are Cl[C:2]1[C:7]([CH2:8][CH2:9]OS(C)(=O)=O)=[C:6]([Cl:15])[N:5]=[CH:4][N:3]=1.[CH3:16][O:17][C:18]1[CH:25]=[CH:24][C:21]([CH2:22][NH2:23])=[CH:20][CH:19]=1. The catalyst is ClCCCl. The product is [Cl:15][C:6]1[C:7]2[CH2:8][CH2:9][N:23]([CH2:22][C:21]3[CH:24]=[CH:25][C:18]([O:17][CH3:16])=[CH:19][CH:20]=3)[C:2]=2[N:3]=[CH:4][N:5]=1. The yield is 0.710. (2) The reactants are [C:1]([O:5][C:6](=[O:36])[CH2:7][C@@:8]1([C:24]([O:26]CC2C=CC(OC)=CC=2)=[O:25])[C@H:12]([CH3:13])[CH2:11][N:10](C(OCC2C=CC=CC=2)=O)[CH2:9]1)([CH3:4])([CH3:3])[CH3:2]. The catalyst is [Pd].CO. The product is [C:1]([O:5][C:6](=[O:36])[CH2:7][C@@:8]1([C:24]([OH:26])=[O:25])[C@H:12]([CH3:13])[CH2:11][NH:10][CH2:9]1)([CH3:2])([CH3:3])[CH3:4]. The yield is 0.953. (3) The reactants are FC(F)(F)C(O)=O.ClCCl.COC1C=CC(C([O:32][CH2:33][C@H:34]2[S:38][C@@H:37]([N:39]3[CH:46]=[CH:45][C:43](=[O:44])[NH:42][C:40]3=[O:41])[CH2:36][C@@H:35]2[O:47][C:48](=[O:50])[CH3:49])(C2C=CC=CC=2)C2C=CC(OC)=CC=2)=CC=1. The catalyst is C(OCC)(=O)C. The product is [C:48]([O:47][C@@H:35]1[C@@H:34]([CH2:33][OH:32])[S:38][C@@H:37]([N:39]2[CH:46]=[CH:45][C:43](=[O:44])[NH:42][C:40]2=[O:41])[CH2:36]1)(=[O:50])[CH3:49]. The yield is 0.320. (4) The reactants are Br[C:2]1[CH:3]=[C:4]2[C:9](=[CH:10][CH:11]=1)[C:8]([Cl:12])=[N:7][N:6]=[C:5]2[O:13][CH3:14].CC1(C)C2C(=C(P(C3C=CC=CC=3)C3C=CC=CC=3)C=CC=2)OC2C(P(C3C=CC=CC=3)C3C=CC=CC=3)=CC=CC1=2.CCN(C(C)C)C(C)C.[CH2:66]([SH:73])[C:67]1[CH:72]=[CH:71][CH:70]=[CH:69][CH:68]=1. The catalyst is CCOC(C)=O.O.C1C=CC(/C=C/C(/C=C/C2C=CC=CC=2)=O)=CC=1.C1C=CC(/C=C/C(/C=C/C2C=CC=CC=2)=O)=CC=1.C1C=CC(/C=C/C(/C=C/C2C=CC=CC=2)=O)=CC=1.[Pd].[Pd].O1CCOCC1. The product is [CH2:66]([S:73][C:2]1[CH:3]=[C:4]2[C:9](=[CH:10][CH:11]=1)[C:8]([Cl:12])=[N:7][N:6]=[C:5]2[O:13][CH3:14])[C:67]1[CH:72]=[CH:71][CH:70]=[CH:69][CH:68]=1. The yield is 0.488.